From a dataset of Forward reaction prediction with 1.9M reactions from USPTO patents (1976-2016). Predict the product of the given reaction. Given the reactants F[C:2]1[CH:11]=[CH:10][C:9]([F:12])=[C:8]2[C:3]=1[CH:4]=[N:5][C:6]([CH3:13])=[N:7]2.C1OCCOCCOCCOCCOCCOC1.[N-:32]=[N+]=[N-].[Na+], predict the reaction product. The product is: [NH2:32][C:2]1[CH:11]=[CH:10][C:9]([F:12])=[C:8]2[C:3]=1[CH:4]=[N:5][C:6]([CH3:13])=[N:7]2.